Regression/Classification. Given a drug SMILES string, predict its absorption, distribution, metabolism, or excretion properties. Task type varies by dataset: regression for continuous measurements (e.g., permeability, clearance, half-life) or binary classification for categorical outcomes (e.g., BBB penetration, CYP inhibition). Dataset: cyp2d6_veith. From a dataset of CYP2D6 inhibition data for predicting drug metabolism from PubChem BioAssay. (1) The molecule is N#Cc1cccc(-c2nccc(NCc3cccnc3)n2)c1. The result is 0 (non-inhibitor). (2) The molecule is N#CCCn1c(=O)c(-c2ccc(F)cc2)nc2cnc(Oc3ccccc3)nc21. The result is 0 (non-inhibitor). (3) The drug is O=C(O)CCCCCn1c(SCC(=O)N2CCCC2)nc2ccsc2c1=O. The result is 0 (non-inhibitor). (4) The compound is Cn1cc(-c2nc3cnc(Oc4ccccc4)nc3n(CCC#N)c2=O)c2ccccc21. The result is 0 (non-inhibitor). (5) The molecule is Cc1cc(=O)oc2cc(NC(=O)CCC(=O)O)ccc12. The result is 0 (non-inhibitor). (6) The molecule is O=C1CSC(c2ccccn2)N1c1ccc(Cl)c(Cl)c1. The result is 0 (non-inhibitor). (7) The drug is N#C/C(=C\N1CCNC1=S)C(=O)c1ccc2ccccc2c1. The result is 0 (non-inhibitor). (8) The drug is Nc1ccccc1S(N)(=O)=O. The result is 0 (non-inhibitor). (9) The molecule is COc1ccc(C2=NN(C)C(=NCc3ccccc3)SC2)cc1. The result is 1 (inhibitor).